Dataset: Drug-target binding data from BindingDB using IC50 measurements. Task: Regression. Given a target protein amino acid sequence and a drug SMILES string, predict the binding affinity score between them. We predict pIC50 (pIC50 = -log10(IC50 in M); higher means more potent). Dataset: bindingdb_ic50. (1) The compound is O=C(O)c1c(Cc2cc3c(cc2Cl)OCO3)c(-c2ccco2)nn1CC1CCCCC1. The target protein (P21451) has sequence MQSSASRCGRALVALLLACGLLGVWGEKRGFPPAQATPSLLGTKEVMTPPTKTSWTRGSNSSLMRSSAPAEVTKGGRVAGVPPRSFPPPCQRKIEINKTFKYINTIVSCLVFVLGIIGNSTLLRIIYKNKCMRNGPNILIASLALGDLLHIIIDIPINAYKLLAGDWPFGAEMCKLVPFIQKASVGITVLSLCALSIDRYRAVASWSRIKGIGVPKWTAVEIVLIWVVSVVLAVPEAIGFDVITSDYKGKPLRVCMLNPFQKTAFMQFYKTAKDWWLFSFYFCLPLAITAIFYTLMTCEMLRKKSGMQIALNDHLKQRREVAKTVFCLVLVFALCWLPLHLSRILKLTLYDQSNPQRCELLSFLLVLDYIGINMASLNSCINPIALYLVSKRFKNCFKSCLCCWCQTFEEKQSLEEKQSCLKFKANDHGYDNFRSSNKYSSS. The pIC50 is 8.0. (2) The compound is CO/N=C/c1coc2c(Cl)cc(Cl)cc2c1=O. The target protein (O60704) has sequence MRLSVRRVLLAAGCALVLVLAVQLGQQVLECRAVLAGLRSPRGAMRPEQEELVMVGTNHVEYRYGKAMPLIFVGGVPRSGTTLMRAMLDAHPEVRCGEETRIIPRVLAMRQAWSKSGREKLRLDEAGVTDEVLDAAMQAFILEVIAKHGEPARVLCNKDPFTLKSSVYLSRLFPNSKFLLMVRDGRASVHSMITRKVTIAGFDLSSYRDCLTKWNKAIEVMYAQCMEVGKEKCLPVYYEQLVLHPRRSLKLILDFLGIAWSDAVLHHEDLIGKPGGVSLSKIERSTDQVIKPVNLEALSKWTGHIPGDVVRDMAQIAPMLAQLGYDPYANPPNYGNPDPFVINNTQRVLKGDYKTPANLKGYFQVNQNSTSSHLGSS. The pIC50 is 3.0. (3) The small molecule is Cc1ccccc1-c1nc2c3ccccc3c3ccccc3c2[nH]1. The target protein (P14902) has sequence MAHAMENSWTISKEYHIDEEVGFALPNPQENLPDFYNDWMFIAKHLPDLIESGQLRERVEKLNMLSIDHLTDHKSQRLARLVLGCITMAYVWGKGHGDVRKVLPRNIAVPYCQLSKKLELPPILVYADCVLANWKKKDPNKPLTYENMDVLFSFRDGDCSKGFFLVSLLVEIAAASAIKVIPTVFKAMQMQERDTLLKALLEIASCLEKALQVFHQIHDHVNPKAFFSVLRIYLSGWKGNPQLSDGLVYEGFWEDPKEFAGGSAGQSSVFQCFDVLLGIQQTAGGGHAAQFLQDMRRYMPPAHRNFLCSLESNPSVREFVLSKGDAGLREAYDACVKALVSLRSYHLQIVTKYILIPASQQPKENKTSEDPSKLEAKGTGGTDLMNFLKTVRSTTEKSLLKEG. The pIC50 is 3.3. (4) The compound is CCOC(=O)CC(NC(=S)NC(=O)c1ccccc1)C1O[C@H]2OC(C)(C)O[C@H]2[C@@H]1OCc1ccccc1. The target protein (P00970) has sequence MILKILNEIASIGSTKQKQAILEKNKDNELLKRVYRLTYSRGLQYYIKKWPKPGIATQSFGMLTLTDMLDFIEFTLATRKLTGNAAIEELTGYITDGKKDDVEVLRRVMMRDLECGASVSIANKVWPGLIPEQPQMLASSYDEKGINKNIKFPAFAQLKADGARCFAEVRGDELDDVRLLSRAGNEYLGLDLLKEELIKMTAEARQIHPEGVLIDGELVYHEQVKKEPEGLDFLFDAYPENSKAKEFAEVAESRTASNGIANKSLKGTISEKEAQCMKFQVWDYVPLVEIYSLPAFRLKYDVRFSKLEQMTSGYDKVILIENQVVNNLDEAKVIYKKYIDQGLEGIILKNIDGLWENARSKNLYKFKEVIDVDLKIVGIYPHRKDPTKAGGFILESECGKIKVNAGSGLKDKAGVKSHELDRTRIMENQNYYIGKILECECNGWLKSDGRTDYVKLFLPIAIRLREDKTKANTFEDVFGDFHEVTGL. The pIC50 is 4.5.